Dataset: TCR-epitope binding with 47,182 pairs between 192 epitopes and 23,139 TCRs. Task: Binary Classification. Given a T-cell receptor sequence (or CDR3 region) and an epitope sequence, predict whether binding occurs between them. (1) The epitope is VLWAHGFEL. The TCR CDR3 sequence is CASSPGTSGTYEQYF. Result: 1 (the TCR binds to the epitope). (2) The TCR CDR3 sequence is CASSFEGANTEAFF. Result: 1 (the TCR binds to the epitope). The epitope is LPPAYTNSF. (3) The epitope is TFYLTNDVSFL. The TCR CDR3 sequence is CSVGLGQFGEQFF. Result: 0 (the TCR does not bind to the epitope). (4) The epitope is FLNGSCGSV. The TCR CDR3 sequence is CASSYLAGPWAGELFF. Result: 1 (the TCR binds to the epitope). (5) The epitope is GLCTLVAML. The TCR CDR3 sequence is CSARIGVGNTIYF. Result: 1 (the TCR binds to the epitope). (6) The epitope is LPAADLDDF. The TCR CDR3 sequence is CATQDANTGELFF. Result: 0 (the TCR does not bind to the epitope). (7) The epitope is NLDSKVGGNY. The TCR CDR3 sequence is CASSLAASGYTDTQYF. Result: 0 (the TCR does not bind to the epitope).